From a dataset of Full USPTO retrosynthesis dataset with 1.9M reactions from patents (1976-2016). Predict the reactants needed to synthesize the given product. (1) Given the product [CH3:21][C:22]1[C:26]([C:2]2[CH:3]=[C:4]3[C:9](=[CH:10][CH:11]=2)[N:8]([CH3:12])[C:7](=[O:13])[N:6]([CH3:14])[CH:5]3[C:15]2[CH:20]=[CH:19][CH:18]=[CH:17][CH:16]=2)=[C:25]([CH3:30])[O:24][N:23]=1, predict the reactants needed to synthesize it. The reactants are: Br[C:2]1[CH:3]=[C:4]2[C:9](=[CH:10][CH:11]=1)[N:8]([CH3:12])[C:7](=[O:13])[N:6]([CH3:14])[CH:5]2[C:15]1[CH:20]=[CH:19][CH:18]=[CH:17][CH:16]=1.[CH3:21][C:22]1[C:26](B(O)O)=[C:25]([CH3:30])[O:24][N:23]=1. (2) Given the product [CH3:18][S:19]([O:1][CH2:2][CH2:3][CH:4]1[CH2:8][O:7][C:6]([CH3:10])([CH3:9])[O:5]1)(=[O:21])=[O:20], predict the reactants needed to synthesize it. The reactants are: [OH:1][CH2:2][CH2:3][CH:4]1[CH2:8][O:7][C:6]([CH3:10])([CH3:9])[O:5]1.C(N(CC)CC)C.[CH3:18][S:19](Cl)(=[O:21])=[O:20]. (3) The reactants are: [F:1][C:2]1[C:3]([F:12])=[CH:4][C:5]2[S:9][C:8]([NH2:10])=[N:7][C:6]=2[CH:11]=1.[Cl:13][C:14]1[CH:15]=[C:16]([CH:20]=[C:21]([Cl:23])[CH:22]=1)[C:17](Cl)=[O:18].Br[CH:25]([CH2:30][CH3:31])[C:26]([O:28]C)=[O:27].COC1C=CC2N=C(N)SC=2C=1.ClC1C=C(C=CC=1)C(Cl)=O.BrCC(OCC)=O. Given the product [Cl:13][C:14]1[CH:15]=[C:16]([CH:20]=[C:21]([Cl:23])[CH:22]=1)[C:17]([N:10]=[C:8]1[N:7]([CH:25]([CH2:30][CH3:31])[C:26]([OH:28])=[O:27])[C:6]2[CH:11]=[C:2]([F:1])[C:3]([F:12])=[CH:4][C:5]=2[S:9]1)=[O:18], predict the reactants needed to synthesize it. (4) Given the product [F:12][C:13]([F:20])([F:19])[C:14]([NH:1][CH2:2][CH2:3][OH:4])=[O:15], predict the reactants needed to synthesize it. The reactants are: [NH2:1][CH2:2][CH2:3][OH:4].C(N(CC)CC)C.[F:12][C:13]([F:20])([F:19])[C:14](OCC)=[O:15]. (5) The reactants are: C([BH3-])#N.[Na+].[F:5][C:6]1[CH:7]=[C:8]2[C:13](=[CH:14][CH:15]=1)[N:12]=[CH:11][CH:10]=[CH:9]2. Given the product [F:5][C:6]1[CH:7]=[C:8]2[C:13](=[CH:14][CH:15]=1)[NH:12][CH2:11][CH2:10][CH2:9]2, predict the reactants needed to synthesize it. (6) The reactants are: C([N:5]1[C:9]([NH:10][C:11](=[O:19])[CH2:12][CH2:13][N:14]2[CH:18]=[CH:17][CH:16]=[N:15]2)=[CH:8][C:7]([C@@H:20]2[CH2:23][C@H:22]([O:24][C:25](=[O:34])[NH:26][CH2:27][CH:28]3[CH2:33][CH2:32][CH2:31][CH2:30][CH2:29]3)[CH2:21]2)=[N:6]1)(C)(C)C. Given the product [N:14]1([CH2:13][CH2:12][C:11]([NH:10][C:9]2[NH:5][N:6]=[C:7]([C@@H:20]3[CH2:21][C@H:22]([O:24][C:25](=[O:34])[NH:26][CH2:27][CH:28]4[CH2:33][CH2:32][CH2:31][CH2:30][CH2:29]4)[CH2:23]3)[CH:8]=2)=[O:19])[CH:18]=[CH:17][CH:16]=[N:15]1, predict the reactants needed to synthesize it. (7) Given the product [CH2:34]([O:33][C:31](=[O:32])[CH2:30][C:29]([N:18]([C:19]1[CH:24]=[CH:23][C:22]([F:25])=[CH:21][CH:20]=1)[C:9]1[C:10]([C:13]([O:15][CH2:16][CH3:17])=[O:14])=[N:11][CH:12]=[C:7]([CH2:6][C:5]2[CH:4]=[CH:3][C:2]([F:1])=[CH:27][CH:26]=2)[CH:8]=1)=[O:36])[CH3:35], predict the reactants needed to synthesize it. The reactants are: [F:1][C:2]1[CH:27]=[CH:26][C:5]([CH2:6][C:7]2[CH:8]=[C:9]([NH:18][C:19]3[CH:24]=[CH:23][C:22]([F:25])=[CH:21][CH:20]=3)[C:10]([C:13]([O:15][CH2:16][CH3:17])=[O:14])=[N:11][CH:12]=2)=[CH:4][CH:3]=1.Cl[C:29](=[O:36])[CH2:30][C:31]([O:33][CH2:34][CH3:35])=[O:32].CO.ClCCl.